Dataset: Forward reaction prediction with 1.9M reactions from USPTO patents (1976-2016). Task: Predict the product of the given reaction. (1) Given the reactants [CH:1]1([C:4]2[CH:10]=[CH:9][CH:8]=[C:7]([CH3:11])[C:5]=2[O-:6])[CH2:3][CH2:2]1.[Na+].C(O)(C)(C)C.[OH:18][C:19]1[CH:24]=[C:23]([Cl:25])[N:22]=[N:21][C:20]=1Cl.C1(C2C=CC=C(C)C=2O)CC1, predict the reaction product. The product is: [Cl:25][C:23]1[N:22]=[N:21][C:20]([O:6][C:5]2[C:7]([CH3:11])=[CH:8][CH:9]=[CH:10][C:4]=2[CH:1]2[CH2:3][CH2:2]2)=[C:19]([OH:18])[CH:24]=1. (2) Given the reactants Cl[C:2]1[C:3]2[C:10]3[CH2:11][CH2:12][CH2:13][CH2:14][C:9]=3[S:8][C:4]=2[N:5]=[CH:6][N:7]=1.[C:15]([O:19][C:20]([N:22]1[CH2:27][CH2:26][C:25]([NH2:29])([CH3:28])[CH2:24][CH2:23]1)=[O:21])([CH3:18])([CH3:17])[CH3:16], predict the reaction product. The product is: [C:15]([O:19][C:20]([N:22]1[CH2:27][CH2:26][C:25]([CH3:28])([NH:29][C:2]2[C:3]3[C:10]4[CH2:11][CH2:12][CH2:13][CH2:14][C:9]=4[S:8][C:4]=3[N:5]=[CH:6][N:7]=2)[CH2:24][CH2:23]1)=[O:21])([CH3:18])([CH3:16])[CH3:17].